From a dataset of Catalyst prediction with 721,799 reactions and 888 catalyst types from USPTO. Predict which catalyst facilitates the given reaction. (1) Reactant: [Cl:1][C:2]1[CH:3]=[CH:4][C:5]([CH2:8][O:9][C:10]2[CH:15]=[CH:14][NH:13][C:12](=[O:16])[CH:11]=2)=[N:6][CH:7]=1.Br[C:18]1[CH:19]=[CH:20][C:21]([N:24]2[CH2:28][CH2:27][CH:26]([NH:29][CH3:30])[CH2:25]2)=[N:22][CH:23]=1.[C@@H]1(N)CCCC[C@H]1N.C([O-])([O-])=O.[K+].[K+]. Product: [Cl:1][C:2]1[CH:3]=[CH:4][C:5]([CH2:8][O:9][C:10]2[CH:15]=[CH:14][N:13]([C:18]3[CH:23]=[N:22][C:21]([N:24]4[CH2:28][CH2:27][CH:26]([NH:29][CH3:30])[CH2:25]4)=[CH:20][CH:19]=3)[C:12](=[O:16])[CH:11]=2)=[N:6][CH:7]=1. The catalyst class is: 185. (2) Reactant: [Br:1][CH2:2][C:3]1[CH:12]=[CH:11][C:6]([C:7]([O:9][CH3:10])=[O:8])=[C:5]([C:13]2[CH:18]=[CH:17][C:16]([F:19])=[CH:15][CH:14]=2)[CH:4]=1.[C:20]1([P:26]([C:33]2[CH:38]=[CH:37][CH:36]=[CH:35][CH:34]=2)[C:27]2[CH:32]=[CH:31][CH:30]=[CH:29][CH:28]=2)[CH:25]=[CH:24][CH:23]=[CH:22][CH:21]=1. The catalyst class is: 11. Product: [Br-:1].[F:19][C:16]1[CH:17]=[CH:18][C:13]([C:5]2[CH:4]=[C:3]([CH:12]=[CH:11][C:6]=2[C:7]([O:9][CH3:10])=[O:8])[CH2:2][P+:26]([C:27]2[CH:28]=[CH:29][CH:30]=[CH:31][CH:32]=2)([C:33]2[CH:38]=[CH:37][CH:36]=[CH:35][CH:34]=2)[C:20]2[CH:21]=[CH:22][CH:23]=[CH:24][CH:25]=2)=[CH:14][CH:15]=1. (3) Reactant: [NH:1]1[C:9]2[C:4](=[CH:5][CH:6]=[CH:7][CH:8]=2)[CH:3]=[CH:2]1.Br[C:11]1[CH:15]=[CH:14][S:13][CH:12]=1.C(=O)([O-])[O-].[K+].[K+].CN1CCCC1=O. Product: [S:13]1[CH:14]=[CH:15][C:11]([N:1]2[C:9]3[C:4](=[CH:5][CH:6]=[CH:7][CH:8]=3)[CH:3]=[CH:2]2)=[CH:12]1. The catalyst class is: 6. (4) Reactant: [H-].[Na+].[CH3:3][CH:4]([CH3:15])[CH:5]([OH:14])[C:6]([N:8]1[CH2:13][CH2:12][O:11][CH2:10][CH2:9]1)=[O:7].[C:16]1([CH3:26])[CH:21]=[CH:20][C:19]([S:22](Cl)(=[O:24])=[O:23])=[CH:18][CH:17]=1.O. Product: [CH3:26][C:16]1[CH:21]=[CH:20][C:19]([S:22]([O:14][CH:5]([C:6]([N:8]2[CH2:13][CH2:12][O:11][CH2:10][CH2:9]2)=[O:7])[CH:4]([CH3:15])[CH3:3])(=[O:24])=[O:23])=[CH:18][CH:17]=1. The catalyst class is: 7. (5) Reactant: [CH3:1][C:2]1([C:21]2[CH:26]=[CH:25][CH:24]=[CH:23][CH:22]=2)[NH:6][C:5](=[O:7])[N:4]([C:8]([C:10]2[C:19]3[C:14](=[CH:15][CH:16]=[CH:17][CH:18]=3)[CH:13]=[CH:12][CH:11]=2)=[O:9])[C:3]1=[O:20].[H-].[Na+].Br[CH2:30][C:31]([C:33]1[CH:38]=[CH:37][CH:36]=[CH:35][CH:34]=1)=[O:32].C(OCC)(=O)C. Product: [CH3:1][C:2]1([C:21]2[CH:26]=[CH:25][CH:24]=[CH:23][CH:22]=2)[N:6]([CH2:30][C:31](=[O:32])[C:33]2[CH:38]=[CH:37][CH:36]=[CH:35][CH:34]=2)[C:5](=[O:7])[N:4]([C:8]([C:10]2[C:19]3[C:14](=[CH:15][CH:16]=[CH:17][CH:18]=3)[CH:13]=[CH:12][CH:11]=2)=[O:9])[C:3]1=[O:20]. The catalyst class is: 3. (6) Reactant: [CH2:1]([N:5]([CH2:18][CH3:19])[C:6]1[CH:13]=[CH:12][C:11]([C:14]([F:17])([F:16])[F:15])=[CH:10][C:7]=1[CH:8]=O)[CH2:2][CH2:3][CH3:4].[F:20][C:21]([F:35])([F:34])[C:22]1[CH:23]=[C:24]([CH:27]=[C:28]([C:30]([F:33])([F:32])[F:31])[CH:29]=1)[CH2:25][NH2:26].C(O)(=O)C.[OH-].[Na+]. Product: [F:20][C:21]([F:34])([F:35])[C:22]1[CH:23]=[C:24]([CH:27]=[C:28]([C:30]([F:33])([F:31])[F:32])[CH:29]=1)[CH2:25][NH:26][CH2:8][C:7]1[CH:10]=[C:11]([C:14]([F:17])([F:16])[F:15])[CH:12]=[CH:13][C:6]=1[N:5]([CH2:1][CH2:2][CH2:3][CH3:4])[CH2:18][CH3:19]. The catalyst class is: 279. (7) Reactant: [F:1][C:2]1[C:7]([F:8])=[CH:6][C:5]([CH2:9][CH2:10][OH:11])=[C:4]([O:12]C)[CH:3]=1.B(Br)(Br)Br.O. Product: [F:8][C:7]1[C:2]([F:1])=[CH:3][C:4]([OH:12])=[C:5]([CH2:9][CH2:10][OH:11])[CH:6]=1. The catalyst class is: 2. (8) Reactant: C(OC1C=CN(CC(C2C=CC(CO)=CC=2)=O)C(=O)C=1)C1C=CC=CC=1.[CH2:27]([O:34][C:35]1[CH:40]=[N:39][NH:38][C:37](=[O:41])[CH:36]=1)[C:28]1[CH:33]=[CH:32][CH:31]=[CH:30][CH:29]=1.Cl[CH2:43][C:44]([C:46]1[CH:47]=[C:48]2[C:52](=[CH:53][CH:54]=1)[CH2:51][N:50]([C:55](=[O:60])[C:56]([F:59])([F:58])[F:57])[CH2:49]2)=[O:45]. Product: [CH2:27]([O:34][C:35]1[CH:40]=[N:39][N:38]([CH2:43][C:44](=[O:45])[C:46]2[CH:47]=[C:48]3[C:52](=[CH:53][CH:54]=2)[CH2:51][N:50]([C:55](=[O:60])[C:56]([F:59])([F:57])[F:58])[CH2:49]3)[C:37](=[O:41])[CH:36]=1)[C:28]1[CH:33]=[CH:32][CH:31]=[CH:30][CH:29]=1. The catalyst class is: 16.